This data is from Catalyst prediction with 721,799 reactions and 888 catalyst types from USPTO. The task is: Predict which catalyst facilitates the given reaction. Reactant: C(=O)([O-])[O-].[Cs+].[Cs+].[CH2:7]([C:9]1[CH:14]=[CH:13][C:12]([OH:15])=[C:11]([C:16]2[CH:21]=[CH:20][CH:19]=[CH:18][N:17]=2)[CH:10]=1)[CH3:8].[CH2:22]([O:24][C:25](=[O:46])[CH2:26][CH2:27][C:28]1[CH:33]=[CH:32][C:31]([O:34][CH2:35][CH2:36][CH:37](OS(C)(=O)=O)[CH3:38])=[CH:30][C:29]=1[CH2:44][CH3:45])[CH3:23]. Product: [CH2:22]([O:24][C:25](=[O:46])[CH2:26][CH2:27][C:28]1[CH:33]=[CH:32][C:31]([O:34][CH2:35][CH2:36][CH:37]([O:15][C:12]2[CH:13]=[CH:14][C:9]([CH2:7][CH3:8])=[CH:10][C:11]=2[C:16]2[CH:21]=[CH:20][CH:19]=[CH:18][N:17]=2)[CH3:38])=[CH:30][C:29]=1[CH2:44][CH3:45])[CH3:23]. The catalyst class is: 3.